This data is from Full USPTO retrosynthesis dataset with 1.9M reactions from patents (1976-2016). The task is: Predict the reactants needed to synthesize the given product. (1) Given the product [Cl:1][C:2]1[CH:10]=[CH:9][CH:8]=[C:7]2[C:3]=1[CH:4]([CH2:14][CH2:15][C:16]1([F:25])[CH2:17][CH2:18][CH:19]([C:22]([NH2:27])=[O:23])[CH2:20][CH2:21]1)[N:5]1[CH:13]=[N:12][CH:11]=[C:6]12, predict the reactants needed to synthesize it. The reactants are: [Cl:1][C:2]1[CH:10]=[CH:9][CH:8]=[C:7]2[C:3]=1[CH:4]([CH2:14][CH2:15][C:16]1([F:25])[CH2:21][CH2:20][CH:19]([C:22](O)=[O:23])[CH2:18][CH2:17]1)[N:5]1[CH:13]=[N:12][CH:11]=[C:6]12.O[N:27]1C(=O)CCC1=O.C1CCC(N=C=NC2CCCCC2)CC1.N.CO. (2) Given the product [CH3:26][N:24]([CH3:25])[CH2:23][CH2:22][N:20]1[C:19](=[O:27])[CH:18]=[CH:17][C:16]([C:14]2[S:15][C:8]3[C:9](=[N:10][CH:11]=[CH:12][C:7]=3[O:6][C:5]3[CH:28]=[CH:29][C:2]([NH:1][C:42](=[O:43])[CH2:41][C:40]([NH:39][C:34]4[CH:35]=[CH:36][CH:37]=[CH:38][C:33]=4[O:32][CH3:31])=[O:45])=[CH:3][C:4]=3[F:30])[CH:13]=2)=[CH:21]1, predict the reactants needed to synthesize it. The reactants are: [NH2:1][C:2]1[CH:29]=[CH:28][C:5]([O:6][C:7]2[CH:12]=[CH:11][N:10]=[C:9]3[CH:13]=[C:14]([C:16]4[CH:17]=[CH:18][C:19](=[O:27])[N:20]([CH2:22][CH2:23][N:24]([CH3:26])[CH3:25])[CH:21]=4)[S:15][C:8]=23)=[C:4]([F:30])[CH:3]=1.[CH3:31][O:32][C:33]1[CH:38]=[CH:37][CH:36]=[CH:35][C:34]=1[NH:39][C:40](=[O:45])[CH2:41][C:42](O)=[O:43].OC1C2N=NNC=2C=CC=1.C(Cl)CCl.C([O-])(O)=O.[Na+]. (3) The reactants are: [Cl-].[NH4+].[CH3:3][O:4][C:5]1[C:10]([N+:11]([O-])=O)=[CH:9][N:8]=[C:7]([C:14]2[S:15][CH:16]=[CH:17][CH:18]=2)[CH:6]=1.C(O)C.O. Given the product [CH3:3][O:4][C:5]1[CH:6]=[C:7]([C:14]2[S:15][CH:16]=[CH:17][CH:18]=2)[N:8]=[CH:9][C:10]=1[NH2:11], predict the reactants needed to synthesize it. (4) Given the product [OH:93][C@@H:85]1[CH2:86][C:87]2[C:92](=[CH:91][CH:90]=[CH:89][CH:88]=2)[C@@H:84]1[NH:83][C:82]([N:15]1[CH2:16][C@H:17]([O:19][C:20]2[C:29]3[C:24](=[CH:25][C:26]([O:30][CH3:31])=[CH:27][CH:28]=3)[N:23]=[C:22]([C:32]3[CH:37]=[CH:36][CH:35]=[CH:34][CH:33]=3)[CH:21]=2)[CH2:18][C@H:14]1[C:12]([NH:11][C@:6]1([C:4]([OH:3])=[O:5])[CH2:8][C@H:7]1[CH:9]=[CH2:10])=[O:13])=[O:94], predict the reactants needed to synthesize it. The reactants are: C([O:3][C:4]([C:6]1([NH:11][C:12]([CH:14]2[CH2:18][CH:17]([O:19][C:20]3[C:29]4[C:24](=[CH:25][C:26]([O:30][CH3:31])=[CH:27][CH:28]=4)[N:23]=[C:22]([C:32]4[CH:37]=[CH:36][CH:35]=[CH:34][CH:33]=4)[CH:21]=3)[CH2:16][NH:15]2)=[O:13])[CH2:8][CH:7]1[CH:9]=[CH2:10])=[O:5])C.C(OC(C1(NC(C2CC(OC3C4C(=CC(OC)=CC=4)N=C(C4C=CC=CC=4)C=3)CN2C(=O)NC([C:82](=[O:94])[NH:83][CH:84]2[C:92]3[C:87](=[CH:88][CH:89]=[CH:90][CH:91]=3)[CH2:86][CH:85]2[OH:93])C(C)(C)C)=O)CC1C=C)=O)C.C1C2C(=CC=CC=2)[C@H](N)[C@@H]1O.OC1CC2C(=CC=CC=2)C1NC(C(N1CC(OC2C3C(=CC(OC)=CC=3)C=C(C3C=CC=CC=3)C=2)CC1C1(C(O)=O)CC1C=C)C(C)(C)C)=O.